Dataset: Reaction yield outcomes from USPTO patents with 853,638 reactions. Task: Predict the reaction yield, written as a fraction of the theoretical maximum amount of product (1.0 means a 100% yield; for example, 0.34 means a 34% yield). (1) The reactants are [NH2:1][C:2]1[N:10]=[C:9]([NH2:11])[CH:8]=[CH:7][C:3]=1[C:4]([OH:6])=O.C(N(CC)CC)C.F[P-](F)(F)(F)(F)F.N1(O[P+](N(C)C)(N(C)C)N(C)C)C2C=CC=CC=2N=N1.[F:46][C:47]1[CH:62]=[CH:61][CH:60]=[CH:59][C:48]=1[CH2:49][O:50][C:51]1[CH:58]=[CH:57][C:54]([CH2:55][NH2:56])=[CH:53][CH:52]=1. The catalyst is [Cl-].[Na+].O.CN(C)C=O. The product is [NH2:1][C:2]1[N:10]=[C:9]([NH2:11])[CH:8]=[CH:7][C:3]=1[C:4]([NH:56][CH2:55][C:54]1[CH:53]=[CH:52][C:51]([O:50][CH2:49][C:48]2[CH:59]=[CH:60][CH:61]=[CH:62][C:47]=2[F:46])=[CH:58][CH:57]=1)=[O:6]. The yield is 0.310. (2) The reactants are COC1C=CC([C@@H:9]([NH:11][C@@H:12]2[C:21]3[N:20]=[CH:19][CH:18]=[CH:17][C:16]=3[CH2:15][CH2:14][CH2:13]2)C)=CC=1.C(O)(=O)C.C(O[BH-](OC(=O)C)OC(=O)C)(=O)C.[Na+].C=O. The catalyst is ClC(Cl)C.C(=O)(O)[O-].[Na+]. The product is [CH3:9][NH:11][C@@H:12]1[C:21]2[N:20]=[CH:19][CH:18]=[CH:17][C:16]=2[CH2:15][CH2:14][CH2:13]1. The yield is 0.900. (3) The catalyst is C1(C)C=CC=CC=1.C(O)C.[Pd].C1(P(C2C=CC=CC=2)C2C=CC=CC=2)C=CC=CC=1.C1(P(C2C=CC=CC=2)C2C=CC=CC=2)C=CC=CC=1.C1(P(C2C=CC=CC=2)C2C=CC=CC=2)C=CC=CC=1.C1(P(C2C=CC=CC=2)C2C=CC=CC=2)C=CC=CC=1. The reactants are [CH3:1][O:2][C:3]1[CH:8]=[CH:7][C:6](B(O)O)=[CH:5][CH:4]=1.C(=O)([O-])[O-].[K+].[K+].Br[C:19]1[CH:24]=[CH:23][C:22]([CH3:25])=[C:21]([N+:26]([O-:28])=[O:27])[CH:20]=1.O. The yield is 0.790. The product is [CH3:1][O:2][C:3]1[CH:8]=[CH:7][C:6]([C:19]2[CH:24]=[CH:23][C:22]([CH3:25])=[C:21]([N+:26]([O-:28])=[O:27])[CH:20]=2)=[CH:5][CH:4]=1. (4) The reactants are [CH3:1][O:2][C:3]1[CH:4]=[C:5]([NH:11][C:12](SC)=[C:13]2[C:18](=[O:19])[O:17][C:16]([CH3:21])([CH3:20])[O:15][C:14]2=[O:22])[CH:6]=[CH:7][C:8]=1[O:9][CH3:10].[CH3:25][NH2:26]. The catalyst is C1COCC1.Cl[Hg]Cl. The product is [CH3:1][O:2][C:3]1[CH:4]=[C:5]([NH:11][C:12]([NH:26][CH3:25])=[C:13]2[C:18](=[O:19])[O:17][C:16]([CH3:21])([CH3:20])[O:15][C:14]2=[O:22])[CH:6]=[CH:7][C:8]=1[O:9][CH3:10]. The yield is 0.990. (5) The reactants are [Cl:1][C:2]1[CH:3]=[C:4]([CH:7]=[C:8]([O:10][C:11]([F:14])([F:13])[F:12])[CH:9]=1)[CH2:5][OH:6].CCN(C(C)C)C(C)C.[CH3:24][S:25](Cl)(=[O:27])=[O:26]. The catalyst is C(Cl)Cl. The product is [S:25]([O:6][CH2:5][C:4]1[CH:7]=[C:8]([O:10][C:11]([F:12])([F:13])[F:14])[CH:9]=[C:2]([Cl:1])[CH:3]=1)(=[O:27])(=[O:26])[CH3:24]. The yield is 0.990. (6) The reactants are [F:1][C:2]1[CH:7]=[CH:6][C:5]([CH:8]2[C:13]3=[N:14][NH:15][C:16](=[O:21])[C:17]4[CH:18]=[CH:19][CH:20]=[C:11]([C:12]=43)[NH:10][CH:9]2[C:22]2[CH:27]=[CH:26][C:25]([CH:28]3[CH2:32][CH2:31][CH2:30][N:29]3C(OCC3C=CC=CC=3)=O)=[CH:24][CH:23]=2)=[CH:4][CH:3]=1. The catalyst is CO.[Pd]. The product is [F:1][C:2]1[CH:3]=[CH:4][C:5]([CH:8]2[C:13]3=[N:14][NH:15][C:16](=[O:21])[C:17]4[CH:18]=[CH:19][CH:20]=[C:11]([C:12]=43)[NH:10][CH:9]2[C:22]2[CH:27]=[CH:26][C:25]([CH:28]3[CH2:32][CH2:31][CH2:30][NH:29]3)=[CH:24][CH:23]=2)=[CH:6][CH:7]=1. The yield is 0.110. (7) The reactants are [F:1][C:2]1[C:7]([F:8])=[CH:6][CH:5]=[C:4]([O:9][CH3:10])[C:3]=1[CH2:11][C:12](O)=[O:13].[H-].[H-].[H-].[H-].[Li+].[Al+3]. The catalyst is C1COCC1. The product is [F:1][C:2]1[C:7]([F:8])=[CH:6][CH:5]=[C:4]([O:9][CH3:10])[C:3]=1[CH2:11][CH2:12][OH:13]. The yield is 0.870. (8) The reactants are [CH2:1]([O:8][C:9]1[CH:18]=[C:17]2[C:12]([C:13]([Cl:19])=[N:14][CH:15]=[N:16]2)=[CH:11][C:10]=1[O:20][CH3:21])[C:2]1[CH:7]=[CH:6][CH:5]=[CH:4][CH:3]=1.[Br:22][C:23]1[CH:29]=[CH:28][C:26]([NH2:27])=[C:25]([F:30])[CH:24]=1. The catalyst is CC(O)C. The product is [ClH:19].[CH2:1]([O:8][C:9]1[CH:18]=[C:17]2[C:12]([C:13]([NH:27][C:26]3[CH:28]=[CH:29][C:23]([Br:22])=[CH:24][C:25]=3[F:30])=[N:14][CH:15]=[N:16]2)=[CH:11][C:10]=1[O:20][CH3:21])[C:2]1[CH:7]=[CH:6][CH:5]=[CH:4][CH:3]=1. The yield is 0.780. (9) The reactants are [Cl:1][C:2]1[N:7]=[C:6](Cl)[C:5]([F:9])=[CH:4][N:3]=1.N#N.[CH2:12]1[CH2:22][O:21][C:20]2[CH:19]=[CH:18][C:16]([NH2:17])=[CH:15][C:14]=2[O:13]1.Cl. The catalyst is O.CO. The product is [Cl:1][C:2]1[N:7]=[C:6]([NH:17][C:16]2[CH:18]=[CH:19][C:20]3[O:21][CH2:22][CH2:12][O:13][C:14]=3[CH:15]=2)[C:5]([F:9])=[CH:4][N:3]=1. The yield is 0.780.